Dataset: Reaction yield outcomes from USPTO patents with 853,638 reactions. Task: Predict the reaction yield, written as a fraction of the theoretical maximum amount of product (1.0 means a 100% yield; for example, 0.34 means a 34% yield). (1) The reactants are [F:1][C:2]([F:11])([F:10])[C:3]1[NH:8][CH:7](O)[N:6]=[CH:5][CH:4]=1.P(Br)(Br)([Br:14])=O.CN(C)C1C=CC=CC=1. The catalyst is C1(C)C=CC=CC=1.O. The product is [Br:14][C:7]1[N:8]=[C:3]([C:2]([F:11])([F:10])[F:1])[CH:4]=[CH:5][N:6]=1. The yield is 0.290. (2) The reactants are [F:1][C:2]1[CH:19]=[CH:18][C:5]([N:6]([CH3:17])[S:7]([C:10]2[CH:15]=[CH:14][C:13]([CH3:16])=[CH:12][CH:11]=2)(=[O:9])=[O:8])=[CH:4][CH:3]=1.[N+:20]([O-])([OH:22])=[O:21].O.C(OCC)C. The catalyst is C(O)(=O)C. The product is [F:1][C:2]1[CH:19]=[CH:18][C:5]([N:6]([CH3:17])[S:7]([C:10]2[CH:15]=[CH:14][C:13]([CH3:16])=[CH:12][CH:11]=2)(=[O:9])=[O:8])=[C:4]([N+:20]([O-:22])=[O:21])[CH:3]=1. The yield is 0.700. (3) The yield is 0.440. The reactants are [CH3:1][C:2]1[C:14]2[C:5](=[N:6][C:7]3[C:12]([C:13]=2[C:15]#[N:16])=[CH:11][CH:10]=[CH:9][CH:8]=3)[N:4]([C:17]2[CH:22]=[CH:21][CH:20]=[CH:19][N:18]=2)[N:3]=1.S(=O)(=O)(O)[OH:24].O.[OH-].[Na+]. The product is [CH3:1][C:2]1[C:14]2[C:5](=[N:6][C:7]3[C:12]([C:13]=2[C:15]([NH2:16])=[O:24])=[CH:11][CH:10]=[CH:9][CH:8]=3)[N:4]([C:17]2[CH:22]=[CH:21][CH:20]=[CH:19][N:18]=2)[N:3]=1. The catalyst is C(O)(=O)C. (4) The reactants are [Li]CCCC.Br[C:7]1[CH:12]=[CH:11][C:10]([S:13][CH3:14])=[CH:9][CH:8]=1.C[O:16][B:17](OC)[O:18]C.[OH-].[Na+]. The catalyst is O1CCCC1. The product is [CH3:14][S:13][C:10]1[CH:11]=[CH:12][C:7]([B:17]([OH:18])[OH:16])=[CH:8][CH:9]=1. The yield is 0.830.